The task is: Predict which catalyst facilitates the given reaction.. This data is from Catalyst prediction with 721,799 reactions and 888 catalyst types from USPTO. (1) Reactant: [C:1]([O:4][C@H:5]1[C@H:10]([O:11][C:12](=[O:14])[CH3:13])[C@H:9]([O:15][C:16](=[O:18])[CH3:17])[C@@H:8]([C:19]2[CH:24]=[CH:23][CH:22]=[C:21]([OH:25])[CH:20]=2)[O:7][C@@H:6]1[CH2:26][O:27][C:28](=[O:30])[CH3:29])(=[O:3])[CH3:2].[C:31]([O:34][CH2:35][C@@H:36]1[C@@H:41]([O:42][C:43](=[O:45])[CH3:44])[C@H:40]([O:46][C:47](=[O:49])[CH3:48])[C@H:39]([O:50][C:51](=[O:53])[CH3:52])[C@@H:38](OC(=O)C)[O:37]1)(=[O:33])[CH3:32].B(F)(F)F.CCOCC. Product: [C:28]([O:27][CH2:26][C@@H:6]1[C@@H:5]([O:4][C:1](=[O:3])[CH3:2])[C@H:10]([O:11][C:12](=[O:14])[CH3:13])[C@H:9]([O:15][C:16](=[O:18])[CH3:17])[C@@H:8]([C:19]2[CH:24]=[CH:23][CH:22]=[C:21]([O:25][C@@H:38]3[C@@H:39]([O:50][C:51](=[O:53])[CH3:52])[C@@H:40]([O:46][C:47](=[O:49])[CH3:48])[C@H:41]([O:42][C:43](=[O:45])[CH3:44])[C@@H:36]([CH2:35][O:34][C:31](=[O:33])[CH3:32])[O:37]3)[CH:20]=2)[O:7]1)(=[O:30])[CH3:29]. The catalyst class is: 2. (2) Reactant: [OH-].[Na+].Cl.[C:4]([NH2:12])(=[NH:11])[C:5]1[CH:10]=[CH:9][CH:8]=[CH:7][CH:6]=1.[CH2:13]([O:15][C:16]([CH2:18][CH2:19][CH2:20][O:21][C:22]1[CH:27]=[C:26]([CH3:28])[C:25]([S:29](Cl)(=[O:31])=[O:30])=[C:24]([CH3:33])[C:23]=1[CH3:34])=[O:17])[CH3:14]. Product: [CH2:13]([O:15][C:16]([CH2:18][CH2:19][CH2:20][O:21][C:22]1[CH:27]=[C:26]([CH3:28])[C:25]([S:29]([NH:11][C:4](=[NH:12])[C:5]2[CH:10]=[CH:9][CH:8]=[CH:7][CH:6]=2)(=[O:31])=[O:30])=[C:24]([CH3:33])[C:23]=1[CH3:34])=[O:17])[CH3:14]. The catalyst class is: 21. (3) Reactant: [Cl:1][C:2]1[S:6][N:5]=[C:4]([CH3:7])[C:3]=1[C:8](OCC)=[O:9].[H-].[Al+3].[Li+].[H-].[H-].[H-].C(OCC)(=O)C.O. Product: [Cl:1][C:2]1[S:6][N:5]=[C:4]([CH3:7])[C:3]=1[CH2:8][OH:9]. The catalyst class is: 1. (4) Reactant: [C:1]([C:3]1[C:4]([C:25]2[CH:30]=[CH:29][C:28]([Cl:31])=[CH:27][C:26]=2[Cl:32])=[C:5]([C:20]([O:22][CH2:23][CH3:24])=[O:21])[S:6][C:7]=1[NH:8]CC1C=CC(OC)=CC=1OC)#[N:2].FC(F)(F)C(O)=O. Product: [NH2:8][C:7]1[S:6][C:5]([C:20]([O:22][CH2:23][CH3:24])=[O:21])=[C:4]([C:25]2[CH:30]=[CH:29][C:28]([Cl:31])=[CH:27][C:26]=2[Cl:32])[C:3]=1[C:1]#[N:2]. The catalyst class is: 4.